This data is from Forward reaction prediction with 1.9M reactions from USPTO patents (1976-2016). The task is: Predict the product of the given reaction. (1) The product is: [Cl:1][C:2]1[CH:3]=[C:4]([CH:37]=[C:38]([C:40]#[N:41])[CH:39]=1)[O:5][C:6]1[C:11](=[O:12])[N:10]([CH2:13][C:14]2[C:15](=[O:23])[NH:16][C:17]([C:20]([NH2:22])=[O:21])=[N:18][CH:19]=2)[CH:9]=[N:8][C:7]=1[C:33]([F:36])([F:34])[F:35]. Given the reactants [Cl:1][C:2]1[CH:3]=[C:4]([CH:37]=[C:38]([C:40]#[N:41])[CH:39]=1)[O:5][C:6]1[C:11](=[O:12])[N:10]([CH2:13][C:14]2[C:15]([O:23]CC3C=CC(OC)=CC=3)=[N:16][C:17]([C:20]([NH2:22])=[O:21])=[N:18][CH:19]=2)[CH:9]=[N:8][C:7]=1[C:33]([F:36])([F:35])[F:34].Cl.CO, predict the reaction product. (2) Given the reactants [F:1][C:2]1[CH:3]=[CH:4][C:5]([O:44][CH3:45])=[C:6]([C:8]2[CH:13]=[CH:12][N:11]=[C:10]3[N:14]([S:35]([C:38]4[CH:43]=[CH:42][CH:41]=[CH:40][CH:39]=4)(=[O:37])=[O:36])[C:15]([C:17]4[CH2:18][N:19](C(OC(C)(C)C)=O)[CH2:20][CH2:21][C:22]=4[C:23]([O:25][CH2:26][CH3:27])=[O:24])=[CH:16][C:9]=23)[CH:7]=1.FC(F)(F)C(O)=O, predict the reaction product. The product is: [F:1][C:2]1[CH:3]=[CH:4][C:5]([O:44][CH3:45])=[C:6]([C:8]2[CH:13]=[CH:12][N:11]=[C:10]3[N:14]([S:35]([C:38]4[CH:39]=[CH:40][CH:41]=[CH:42][CH:43]=4)(=[O:37])=[O:36])[C:15]([C:17]4[CH2:18][NH:19][CH2:20][CH2:21][C:22]=4[C:23]([O:25][CH2:26][CH3:27])=[O:24])=[CH:16][C:9]=23)[CH:7]=1.